From a dataset of Full USPTO retrosynthesis dataset with 1.9M reactions from patents (1976-2016). Predict the reactants needed to synthesize the given product. (1) The reactants are: [C:1]([CH2:3][C:4]([NH2:6])=[O:5])#[N:2].[C:7]([CH2:10][C:11](=O)[CH3:12])(=O)[CH3:8].C([O-])([O-])=O.[K+].[K+]. Given the product [CH3:12][C:11]1[CH:10]=[C:7]([CH3:8])[NH:6][C:4](=[O:5])[C:3]=1[C:1]#[N:2], predict the reactants needed to synthesize it. (2) The reactants are: O.Cl.[NH:3]1[CH2:8][CH2:7][C:6](=[O:9])[CH2:5][CH2:4]1.N12CCCN=C1CCCCC2.[C:21]1(=[CH:25][C:26]([O:28][C:29]([CH3:32])([CH3:31])[CH3:30])=[O:27])[CH2:24][CH2:23][CH2:22]1. Given the product [C:29]([O:28][C:26](=[O:27])[CH2:25][C:21]1([N:3]2[CH2:8][CH2:7][C:6](=[O:9])[CH2:5][CH2:4]2)[CH2:24][CH2:23][CH2:22]1)([CH3:32])([CH3:30])[CH3:31], predict the reactants needed to synthesize it.